From a dataset of Reaction yield outcomes from USPTO patents with 853,638 reactions. Predict the reaction yield, written as a fraction of the theoretical maximum amount of product (1.0 means a 100% yield; for example, 0.34 means a 34% yield). (1) The reactants are Cl.[CH3:2][NH:3][O:4][CH3:5].CCN(C(C)C)C(C)C.C[Al](C)C.[F:19][C:20]1[CH:25]=[CH:24][CH:23]=[CH:22][C:21]=1[N:26]1[CH:31]=[C:30]([O:32][CH3:33])[C:29](=[O:34])[C:28]([C:35]([O:37]C)=O)=[N:27]1.Cl.[Na+].[Cl-]. The catalyst is C(Cl)Cl. The product is [F:19][C:20]1[CH:25]=[CH:24][CH:23]=[CH:22][C:21]=1[N:26]1[CH:31]=[C:30]([O:32][CH3:33])[C:29](=[O:34])[C:28]([C:35]([N:3]([O:4][CH3:5])[CH3:2])=[O:37])=[N:27]1. The yield is 0.650. (2) The product is [CH3:1][O:2][C:3]([C:5]1[CH:6]=[CH:7][C:8]2[O:12][C:11]([C:13]([CH2:17][CH3:18])([C:27]3[CH:26]=[CH:25][C:24]([OH:29])=[C:23]([CH:20]([CH3:22])[CH3:21])[CH:28]=3)[CH2:14][CH3:15])=[CH:10][C:9]=2[CH:19]=1)=[O:4]. The yield is 0.940. The reactants are [CH3:1][O:2][C:3]([C:5]1[CH:6]=[CH:7][C:8]2[O:12][C:11]([C:13]([CH2:17][CH3:18])(O)[CH2:14][CH3:15])=[CH:10][C:9]=2[CH:19]=1)=[O:4].[CH:20]([C:23]1[CH:28]=[CH:27][CH:26]=[CH:25][C:24]=1[OH:29])([CH3:22])[CH3:21].B(F)(F)F.CCOCC. No catalyst specified. (3) The reactants are [C:1]1([C:7]2[CH:16]=[CH:15][CH:14]=[C:13]3[C:8]=2[C:9]([NH:31][CH2:32][C:33]2[CH:38]=[CH:37][CH:36]=[CH:35][N:34]=2)=[N:10][C:11]([C:17]2[CH:18]=[C:19]([S:23]([NH:26][P:27](=[O:30])([OH:29])[OH:28])(=[O:25])=[O:24])[CH:20]=[N:21][CH:22]=2)=[N:12]3)[CH:6]=[CH:5][CH:4]=[CH:3][CH:2]=1.[OH-].[Ca+2:40].[OH-]. The catalyst is C(O)C.O. The product is [C:1]1([C:7]2[CH:16]=[CH:15][CH:14]=[C:13]3[C:8]=2[C:9]([NH:31][CH2:32][C:33]2[CH:38]=[CH:37][CH:36]=[CH:35][N:34]=2)=[N:10][C:11]([C:17]2[CH:18]=[C:19]([S:23]([NH:26][P:27](=[O:28])([O-:29])[O-:30])(=[O:24])=[O:25])[CH:20]=[N:21][CH:22]=2)=[N:12]3)[CH:2]=[CH:3][CH:4]=[CH:5][CH:6]=1.[Ca+2:40]. The yield is 0.886. (4) No catalyst specified. The yield is 0.660. The product is [F:28][C:25]1[CH:26]=[CH:27][C:22]([CH2:21][CH2:20][CH2:19][O:15][C:9]2[C:10]3[O:14][CH:13]=[CH:12][C:11]=3[C:2]([OH:1])=[C:3]3[C:8]=2[O:7][CH:6]=[CH:5][C:4]3=[O:17])=[CH:23][CH:24]=1. The reactants are [OH:1][C:2]1[C:11]2[CH:12]=[CH:13][O:14][C:10]=2[C:9]([OH:15])=[C:8]2[C:3]=1[C:4](=[O:17])[CH:5]=[C:6](C)[O:7]2.Br[CH2:19][CH2:20][CH2:21][C:22]1[CH:27]=[CH:26][C:25]([F:28])=[CH:24][CH:23]=1. (5) The reactants are S([N:11]1[C:15]2=[N:16][CH:17]=[C:18]([NH:20][NH:21][C:22]([C@@H:24]3[CH2:28][CH2:27][C@@H:26]([CH2:29][NH:30]C(=O)OC(C)(C)C)[CH2:25]3)=O)[N:19]=[C:14]2[CH:13]=[CH:12]1)(C1C=CC(C)=CC=1)(=O)=O.C(OC(NC[C@@H]1CC[C@@H](C(O)=O)C1)=O)(C)(C)C.CCN(C(C)C)C(C)C.O=S(Cl)[Cl:66].[OH-].[Na+]. The catalyst is O1CCOCC1. The product is [ClH:66].[C:22]1([C@@H:24]2[CH2:28][CH2:27][C@@H:26]([CH2:29][NH2:30])[CH2:25]2)[N:19]2[C:14]3[CH:13]=[CH:12][NH:11][C:15]=3[N:16]=[CH:17][C:18]2=[N:20][N:21]=1. The yield is 0.330. (6) The reactants are Br[C:2]1[CH:3]=[CH:4][C:5]2[C:11](=[O:12])[CH2:10][CH2:9][CH2:8][O:7][C:6]=2[CH:13]=1.[C:14](=[O:21])([O:16][C:17]([CH3:20])([CH3:19])[CH3:18])[NH2:15].C([O-])([O-])=O.[Cs+].[Cs+]. The catalyst is CC([O-])=O.CC([O-])=O.[Pd+2].COC1C=CC=C(OC)C=1C1C=CC=CC=1P(C1CCCCC1)C1CCCCC1. The product is [O:12]=[C:11]1[CH2:10][CH2:9][CH2:8][O:7][C:6]2[CH:13]=[C:2]([NH:15][C:14](=[O:21])[O:16][C:17]([CH3:20])([CH3:19])[CH3:18])[CH:3]=[CH:4][C:5]1=2. The yield is 0.630. (7) The reactants are [C:1]([C:4]1[CH:9]=[CH:8][C:7]([S:10]([NH:13][C:14]2[CH:19]=[CH:18][CH:17]=[CH:16][N:15]=2)(=[O:12])=[O:11])=[CH:6][CH:5]=1)(=[O:3])[CH3:2].[NH2:20][C:21]1[CH:26]=[CH:25][CH:24]=[CH:23][C:22]=1[C:27]#[C:28][C:29]1[C:30]([O:39][CH3:40])=[CH:31][C:32]([O:37][CH3:38])=[C:33]([CH:36]=1)[CH:34]=O.C[O-].[Li+]. The catalyst is CN(C=O)C.CO. The product is [NH2:20][C:21]1[CH:26]=[CH:25][CH:24]=[CH:23][C:22]=1[C:27]#[C:28][C:29]1[C:30]([O:39][CH3:40])=[CH:31][C:32]([O:37][CH3:38])=[C:33](/[CH:34]=[CH:2]/[C:1]([C:4]2[CH:5]=[CH:6][C:7]([S:10]([NH:13][C:14]3[CH:19]=[CH:18][CH:17]=[CH:16][N:15]=3)(=[O:12])=[O:11])=[CH:8][CH:9]=2)=[O:3])[CH:36]=1. The yield is 0.650. (8) The yield is 0.920. The reactants are [O:1]=[C:2]1[CH:7]=[CH:6][CH:5]=[CH:4][N:3]1[C@@H:8]([CH3:12])[C:9]([OH:11])=O.[C:13]([O:17][C:18](=[O:26])[CH2:19][CH:20]([NH2:25])[CH:21]([OH:24])[CH2:22][F:23])([CH3:16])([CH3:15])[CH3:14].C1C=NC2N(O)N=NC=2C=1.C(Cl)CCl. The product is [C:13]([O:17][C:18](=[O:26])[CH2:19][CH:20]([NH:25][C:9](=[O:11])[C@@H:8]([N:3]1[CH:4]=[CH:5][CH:6]=[CH:7][C:2]1=[O:1])[CH3:12])[CH:21]([OH:24])[CH2:22][F:23])([CH3:16])([CH3:14])[CH3:15]. The catalyst is CN(C1C=CN=CC=1)C.C1COCC1.